Predict the reactants needed to synthesize the given product. From a dataset of Full USPTO retrosynthesis dataset with 1.9M reactions from patents (1976-2016). (1) Given the product [CH3:24][O:23][C:20]1[CH:21]=[CH:22][C:17]([C:15]([C:11]2[CH:10]=[C:9]([OH:8])[CH:14]=[CH:13][CH:12]=2)=[CH2:16])=[CH:18][C:19]=1[CH3:25], predict the reactants needed to synthesize it. The reactants are: C([Si]([O:8][C:9]1[CH:14]=[CH:13][CH:12]=[C:11]([C:15]([C:17]2[CH:22]=[CH:21][C:20]([O:23][CH3:24])=[C:19]([CH3:25])[CH:18]=2)=[CH2:16])[CH:10]=1)(C)C)(C)(C)C.[F-].C([N+](CCCC)(CCCC)CCCC)CCC. (2) Given the product [CH3:6][O:7][C:8]1[CH:9]=[CH:10][C:11]2[O:16][C:15]([C:17]3[CH:22]=[CH:21][CH:20]=[CH:19][CH:18]=3)=[C:14]([C:23]#[N:25])[O:13][C:12]=2[CH:26]=1, predict the reactants needed to synthesize it. The reactants are: P(Cl)(Cl)(Cl)=O.[CH3:6][O:7][C:8]1[CH:9]=[CH:10][C:11]2[O:16][C:15]([C:17]3[CH:22]=[CH:21][CH:20]=[CH:19][CH:18]=3)=[C:14]([C:23]([NH2:25])=O)[O:13][C:12]=2[CH:26]=1.CCOC(C)=O. (3) Given the product [CH3:47][CH2:46][CH2:45][CH2:44][CH2:43][CH2:42][O:41][C:39](/[N:3]=[C:1](\[NH2:2])/[C:4]1[CH:5]=[CH:6][C:7]([NH:10][CH2:11][C:12]2[N:16]([CH3:17])[C:15]3[CH:18]=[CH:19][C:20]([C:22]([N:24]([C:32]4[CH:37]=[CH:36][CH:35]=[CH:34][N:33]=4)[CH2:25][CH2:26][C:27]([O:29][CH2:30][CH3:31])=[O:28])=[O:23])=[CH:21][C:14]=3[N:13]=2)=[CH:8][CH:9]=1)=[O:40], predict the reactants needed to synthesize it. The reactants are: [C:1]([C:4]1[CH:9]=[CH:8][C:7]([NH:10][CH2:11][C:12]2[N:16]([CH3:17])[C:15]3[CH:18]=[CH:19][C:20]([C:22]([N:24]([C:32]4[CH:37]=[CH:36][CH:35]=[CH:34][N:33]=4)[CH2:25][CH2:26][C:27]([O:29][CH2:30][CH3:31])=[O:28])=[O:23])=[CH:21][C:14]=3[N:13]=2)=[CH:6][CH:5]=1)(=[NH:3])[NH2:2].Cl[C:39]([O:41][CH2:42][CH2:43][CH2:44][CH2:45][CH2:46][CH3:47])=[O:40].C(=O)([O-])[O-].[K+].[K+].